From a dataset of Reaction yield outcomes from USPTO patents with 853,638 reactions. Predict the reaction yield, written as a fraction of the theoretical maximum amount of product (1.0 means a 100% yield; for example, 0.34 means a 34% yield). (1) The reactants are [CH3:1][C:2]1[CH:7]=[CH:6][C:5]([CH3:8])=[CH:4][C:3]=1[OH:9].[Br-:10].[Br-].[Br-].C([N+](CCCC)(CCCC)CCCC)CCC.C([N+](CCCC)(CCCC)CCCC)CCC.C([N+](CCCC)(CCCC)CCCC)CCC. The catalyst is O.C(Cl)(Cl)Cl. The product is [CH3:1][C:2]1[CH:7]=[C:6]([Br:10])[C:5]([CH3:8])=[CH:4][C:3]=1[OH:9]. The yield is 0.760. (2) The reactants are O[C:2]1([C:10]#[N:11])[CH:6]([CH3:7])[CH2:5][CH2:4][C:3]1([CH3:9])[CH3:8]. The catalyst is S(Cl)(Cl)=O. The product is [CH3:7][C:6]1[CH2:5][CH2:4][C:3]([CH3:9])([CH3:8])[C:2]=1[C:10]#[N:11]. The yield is 0.890. (3) The reactants are C([Si](C)(C)[O:6][CH2:7][C@@H:8]1[C@@H:13]([O:14][CH2:15][C:16]2[CH:21]=[CH:20][CH:19]=[CH:18][CH:17]=2)[C@H:12]([O:22][CH2:23][C:24]2[CH:29]=[CH:28][CH:27]=[CH:26][CH:25]=2)[C@@H:11]([O:30][CH2:31][C:32]2[CH:37]=[CH:36][CH:35]=[CH:34][CH:33]=2)[C@@:10]([C:40]2[CH:45]=[CH:44][C:43]([Cl:46])=[C:42]([CH2:47][C:48]3[CH:53]=[CH:52][C:51]([O:54][CH2:55][C:56]4[CH:61]=[CH:60][CH:59]=[CH:58][CH:57]=4)=[CH:50][CH:49]=3)[CH:41]=2)([O:38][CH3:39])[O:9]1)(C)(C)C.[F-].C([N+](CCCC)(CCCC)CCCC)CCC. The catalyst is O1CCCC1. The product is [CH2:15]([O:14][C@H:13]1[C@H:12]([O:22][CH2:23][C:24]2[CH:25]=[CH:26][CH:27]=[CH:28][CH:29]=2)[C@@H:11]([O:30][CH2:31][C:32]2[CH:37]=[CH:36][CH:35]=[CH:34][CH:33]=2)[C@@:10]([C:40]2[CH:45]=[CH:44][C:43]([Cl:46])=[C:42]([CH2:47][C:48]3[CH:49]=[CH:50][C:51]([O:54][CH2:55][C:56]4[CH:61]=[CH:60][CH:59]=[CH:58][CH:57]=4)=[CH:52][CH:53]=3)[CH:41]=2)([O:38][CH3:39])[O:9][C@@H:8]1[CH2:7][OH:6])[C:16]1[CH:17]=[CH:18][CH:19]=[CH:20][CH:21]=1. The yield is 0.274. (4) The reactants are [F:1][C:2]1[CH:7]=[CH:6][C:5]([C:8]2[C:16]3[C:11](=[CH:12][CH:13]=[C:14](/[CH:17]=[CH:18]/[C:19]([O:21]CC)=[O:20])[CH:15]=3)[NH:10][N:9]=2)=[CH:4][CH:3]=1.[OH-].[Li+].Cl. The catalyst is O1CCCC1.O. The product is [F:1][C:2]1[CH:3]=[CH:4][C:5]([C:8]2[C:16]3[C:11](=[CH:12][CH:13]=[C:14](/[CH:17]=[CH:18]/[C:19]([OH:21])=[O:20])[CH:15]=3)[NH:10][N:9]=2)=[CH:6][CH:7]=1. The yield is 0.480. (5) The reactants are F[C:2]1[CH:9]=[C:8]([F:10])[CH:7]=[CH:6][C:3]=1[CH:4]=[O:5].[CH3:11][S-:12].[Na+]. The catalyst is C1(C)C=CC=CC=1.CCOCC. The product is [CH3:11][S:12][C:2]1[CH:9]=[C:8]([F:10])[CH:7]=[CH:6][C:3]=1[CH:4]=[O:5]. The yield is 0.750. (6) The reactants are [Br:1][C:2]1[CH:7]=[C:6]([O:8][C@@H:9]([CH3:13])[CH2:10][O:11][CH3:12])[CH:5]=[C:4]([O:14]C)[CH:3]=1.C[S-].[Na+].Cl. The catalyst is CN1CCCC1=O. The product is [Br:1][C:2]1[CH:3]=[C:4]([OH:14])[CH:5]=[C:6]([O:8][C@@H:9]([CH3:13])[CH2:10][O:11][CH3:12])[CH:7]=1. The yield is 0.950. (7) The reactants are [O:1]1[C:5]2=[N:6][CH:7]=[CH:8][CH:9]=[C:4]2[CH2:3][C:2]21[CH:14]1[CH2:15][CH2:16][N:11]([CH2:12][CH2:13]1)[CH2:10]2.[N+:17]([O-])([OH:19])=[O:18].C(=O)([O-])[O-].[Na+].[Na+]. The catalyst is S(=O)(=O)(O)O. The product is [N+:17]([C:8]1[CH:9]=[C:4]2[CH2:3][C:2]3([CH:14]4[CH2:13][CH2:12][N:11]([CH2:16][CH2:15]4)[CH2:10]3)[O:1][C:5]2=[N:6][CH:7]=1)([O-:19])=[O:18]. The yield is 0.510. (8) The reactants are [Br:1][C:2]1[CH:3]=[C:4]([CH3:9])[CH:5]=[C:6](Br)[CH:7]=1.[CH3:10][S:11]([O-:13])=[O:12].[Na+].N1CCC[C@H]1C(O)=O.[OH-].[Na+]. The catalyst is O.[Cu]I. The product is [Br:1][C:2]1[CH:3]=[C:4]([CH3:9])[CH:5]=[C:6]([S:11]([CH3:10])(=[O:13])=[O:12])[CH:7]=1. The yield is 0.200. (9) The reactants are [F:1][C:2]1[CH:36]=[CH:35][C:5]([C:6]([NH:8][C:9]2[N:13]([C@@H:14]3[CH2:19][CH2:18][C@H:17]([C:20]([O:22]C)=[O:21])[CH2:16][CH2:15]3)[C:12]3[CH:24]=[C:25]([CH2:28][N:29]4[CH2:34][CH2:33][CH2:32][CH2:31][CH2:30]4)[CH:26]=[CH:27][C:11]=3[N:10]=2)=[O:7])=[CH:4][CH:3]=1.CO.[OH-].[Na+].[ClH:41]. The catalyst is CCOCC. The product is [ClH:41].[F:1][C:2]1[CH:36]=[CH:35][C:5]([C:6]([NH:8][C:9]2[N:13]([C@@H:14]3[CH2:19][CH2:18][C@H:17]([C:20]([OH:22])=[O:21])[CH2:16][CH2:15]3)[C:12]3[CH:24]=[C:25]([CH2:28][N:29]4[CH2:34][CH2:33][CH2:32][CH2:31][CH2:30]4)[CH:26]=[CH:27][C:11]=3[N:10]=2)=[O:7])=[CH:4][CH:3]=1. The yield is 0.910. (10) The reactants are [NH2:1][C:2]1[CH:28]=[CH:27][C:5]([O:6][C:7]2[N:12]=[CH:11][N:10]=[C:9]([NH:13][C:14]([N:16]3[CH2:21][CH2:20][CH:19]([N:22]4[CH2:26][CH2:25][CH2:24][CH2:23]4)[CH2:18][CH2:17]3)=[O:15])[CH:8]=2)=[C:4]([F:29])[CH:3]=1.CC1(C)C2(CS(O)(=O)=O)C(CC1CC2)=O.[F:45][C:46]1[CH:51]=[CH:50][C:49]([CH2:52][C:53]([N:55]=[C:56]=[S:57])=[O:54])=[CH:48][CH:47]=1.C(=O)([O-])O.[Na+]. The catalyst is C(O)C.C1(C)C=CC=CC=1.C(OCC)(=O)C. The product is [F:29][C:4]1[CH:3]=[C:2]([NH:1][C:56]([NH:55][C:53](=[O:54])[CH2:52][C:49]2[CH:50]=[CH:51][C:46]([F:45])=[CH:47][CH:48]=2)=[S:57])[CH:28]=[CH:27][C:5]=1[O:6][C:7]1[N:12]=[CH:11][N:10]=[C:9]([NH:13][C:14]([N:16]2[CH2:21][CH2:20][CH:19]([N:22]3[CH2:26][CH2:25][CH2:24][CH2:23]3)[CH2:18][CH2:17]2)=[O:15])[CH:8]=1. The yield is 0.340.